Dataset: Reaction yield outcomes from USPTO patents with 853,638 reactions. Task: Predict the reaction yield, written as a fraction of the theoretical maximum amount of product (1.0 means a 100% yield; for example, 0.34 means a 34% yield). The reactants are [N+]([C:4]1[CH:9]=[C:8]([N+:10]([O-])=O)[C:7]([C:13]([F:16])([F:15])[F:14])=[CH:6][C:5]=1/[CH:17]=[CH:18]/[N:19](C)C)([O-])=O. The catalyst is [Ni].C(O)C. The product is [F:16][C:13]([F:14])([F:15])[C:7]1[CH:6]=[C:5]2[C:4](=[CH:9][C:8]=1[NH2:10])[NH:19][CH:18]=[CH:17]2. The yield is 0.140.